Dataset: Reaction yield outcomes from USPTO patents with 853,638 reactions. Task: Predict the reaction yield, written as a fraction of the theoretical maximum amount of product (1.0 means a 100% yield; for example, 0.34 means a 34% yield). The reactants are [S:1]([N:11]1[C:15]2=[N:16][CH:17]=[C:18]([CH:20](O)[CH2:21][CH:22]=[CH2:23])[N:19]=[C:14]2[CH:13]=[CH:12]1)([C:4]1[CH:10]=[CH:9][C:7]([CH3:8])=[CH:6][CH:5]=1)(=[O:3])=[O:2].S(Cl)(Cl)=O.C([O-])(O)=O.[Na+].[N-:34]=[N+:35]=[N-:36].[Na+]. The catalyst is C(Cl)Cl.CCOC(C)=O. The product is [N:34]([CH:20]([C:18]1[N:19]=[C:14]2[CH:13]=[CH:12][N:11]([S:1]([C:4]3[CH:10]=[CH:9][C:7]([CH3:8])=[CH:6][CH:5]=3)(=[O:3])=[O:2])[C:15]2=[N:16][CH:17]=1)[CH2:21][CH:22]=[CH2:23])=[N+:35]=[N-:36]. The yield is 0.870.